Predict the reaction yield, written as a fraction of the theoretical maximum amount of product (1.0 means a 100% yield; for example, 0.34 means a 34% yield). From a dataset of Reaction yield outcomes from USPTO patents with 853,638 reactions. (1) The reactants are [O:1]1[CH2:6][CH2:5][N:4]([C:7]2[N:12]=[C:11]([NH:13][CH2:14][C:15]3[C:24]4[C:19](=[CH:20][CH:21]=[CH:22][CH:23]=4)[CH:18]=[CH:17][CH:16]=3)[C:10]([NH2:25])=[CH:9][CH:8]=2)[CH2:3][CH2:2]1.[CH3:26][C:27](O)=O. No catalyst specified. The product is [CH3:26][C:27]1[N:13]([CH2:14][C:15]2[C:24]3[C:19](=[CH:20][CH:21]=[CH:22][CH:23]=3)[CH:18]=[CH:17][CH:16]=2)[C:11]2=[N:12][C:7]([N:4]3[CH2:5][CH2:6][O:1][CH2:2][CH2:3]3)=[CH:8][CH:9]=[C:10]2[N:25]=1. The yield is 0.140. (2) The reactants are C[O:2][C:3]([C@@H:5]1[C@@H:10]([C:11]2[CH:16]=[CH:15][C:14]([O:17][CH2:18][CH2:19][O:20][C:21]3[C:26]([Cl:27])=[CH:25][C:24]([CH3:28])=[CH:23][C:22]=3[Cl:29])=[CH:13][CH:12]=2)[CH2:9][CH2:8][N:7]([C:30]([O:32][C:33]([CH3:36])([CH3:35])[CH3:34])=[O:31])[CH2:6]1)=[O:4].[OH-].[Na+].Cl. The catalyst is CO. The product is [C:33]([O:32][C:30]([N:7]1[CH2:8][CH2:9][C@H:10]([C:11]2[CH:16]=[CH:15][C:14]([O:17][CH2:18][CH2:19][O:20][C:21]3[C:26]([Cl:27])=[CH:25][C:24]([CH3:28])=[CH:23][C:22]=3[Cl:29])=[CH:13][CH:12]=2)[C@@H:5]([C:3]([OH:4])=[O:2])[CH2:6]1)=[O:31])([CH3:36])([CH3:34])[CH3:35]. The yield is 1.00. (3) The reactants are [CH3:1][C:2]([C:6]1[CH:11]=[CH:10][C:9]([N+:12]([O-])=O)=[CH:8][CH:7]=1)([CH3:5])[CH2:3][OH:4]. The catalyst is C1COCC1.C(O)C.[Pt](=O)=O. The product is [NH2:12][C:9]1[CH:8]=[CH:7][C:6]([C:2]([CH3:5])([CH3:1])[CH2:3][OH:4])=[CH:11][CH:10]=1. The yield is 0.680. (4) The yield is 0.770. The product is [CH3:22][C:21]1([CH3:23])[C:17]([CH3:26])([CH3:16])[O:18][B:19](/[CH:24]=[CH:25]/[C:2]2[CH:15]=[CH:14][C:5]([CH2:6][CH2:7][N:8]3[CH2:13][CH2:12][O:11][CH2:10][CH2:9]3)=[CH:4][CH:3]=2)[O:20]1. The reactants are Br[C:2]1[CH:15]=[CH:14][C:5]([CH2:6][CH2:7][N:8]2[CH2:13][CH2:12][O:11][CH2:10][CH2:9]2)=[CH:4][CH:3]=1.[CH3:16][C:17]1([CH3:26])[C:21]([CH3:23])([CH3:22])[O:20][B:19]([CH:24]=[CH2:25])[O:18]1.CCN(CC)CC. The catalyst is CC(C)([P](C(C)(C)C)([Pd][P](C(C)(C)C)(C(C)(C)C)C(C)(C)C)C(C)(C)C)C.